This data is from Full USPTO retrosynthesis dataset with 1.9M reactions from patents (1976-2016). The task is: Predict the reactants needed to synthesize the given product. (1) The reactants are: Cl.Cl.[N:3]1[C:11]2[CH:10]=[CH:9][N:8]=[CH:7][C:6]=2[O:5][C:4]=1[NH:12][CH:13]1[CH2:18][CH2:17][NH:16][CH2:15][CH2:14]1.[CH2:19]([O:21][C:22]1[CH:23]=[C:24]([CH:34]=O)[CH:25]=[C:26]2[C:31]=1[O:30][C:29]([CH3:33])([CH3:32])[CH:28]=[CH:27]2)[CH3:20].C([BH3-])#N.[Na+].C(N(C(C)C)C(C)C)C. Given the product [CH2:19]([O:21][C:22]1[CH:23]=[C:24]([CH2:34][N:16]2[CH2:17][CH2:18][CH:13]([NH:12][C:4]3[O:5][C:6]4[CH:7]=[N:8][CH:9]=[CH:10][C:11]=4[N:3]=3)[CH2:14][CH2:15]2)[CH:25]=[C:26]2[C:31]=1[O:30][C:29]([CH3:33])([CH3:32])[CH:28]=[CH:27]2)[CH3:20], predict the reactants needed to synthesize it. (2) Given the product [Cl:1][C:2]1[N:3]=[CH:4][C:5]2[N:9]([CH2:10][CH:11]3[CH2:15][CH2:14][O:13][CH2:12]3)[C:23](=[O:24])[CH:18]3[CH2:19][O:20][CH2:21][CH2:22][N:17]3[C:6]=2[N:7]=1, predict the reactants needed to synthesize it. The reactants are: [Cl:1][C:2]1[N:7]=[C:6](Cl)[C:5]([NH:9][CH2:10][CH:11]2[CH2:15][CH2:14][O:13][CH2:12]2)=[CH:4][N:3]=1.Cl.[NH:17]1[CH2:22][CH2:21][O:20][CH2:19][CH:18]1[C:23](O)=[O:24].CCN(C(C)C)C(C)C. (3) The reactants are: [CH:1]([NH:4][C:5]1[CH:10]=[CH:9][C:8]([C:11]([F:14])([F:13])[F:12])=[CH:7][C:6]=1[N+:15]([O-])=O)([CH3:3])[CH3:2]. Given the product [CH:1]([NH:4][C:5]1[C:6]([NH2:15])=[CH:7][C:8]([C:11]([F:13])([F:14])[F:12])=[CH:9][CH:10]=1)([CH3:3])[CH3:2], predict the reactants needed to synthesize it. (4) Given the product [CH3:9][C@@H:7]1[N:3]([CH2:4][CH2:6][CH3:17])[CH2:11][C:12](=[O:13])[O:14][CH2:15]1, predict the reactants needed to synthesize it. The reactants are: C([N:3]([CH:7]([CH3:9])C)[CH:4]([CH3:6])C)C.Br[CH2:11][C:12]([O:14][CH3:15])=[O:13].O.[CH:17]1C=CC=CC=1.